From a dataset of Catalyst prediction with 721,799 reactions and 888 catalyst types from USPTO. Predict which catalyst facilitates the given reaction. (1) Reactant: C([N:8]1[CH2:13][CH2:12][C:11]([CH2:15][OH:16])([OH:14])[CH2:10][CH2:9]1)C1C=CC=CC=1.[ClH:17]. Product: [ClH:17].[OH:16][CH2:15][C:11]1([OH:14])[CH2:12][CH2:13][NH:8][CH2:9][CH2:10]1. The catalyst class is: 178. (2) Reactant: [NH2:1][CH:2]1[CH2:7][CH2:6][N:5]([CH2:8][C@H:9]2[N:19]3[C:20]4[N:11]([C:12](=[O:22])[CH:13]=[CH:14][C:15]=4[N:16]=[CH:17][C:18]3=[O:21])[CH2:10]2)[CH2:4][CH2:3]1.[F:23][C:24]1[C:25]([CH:34]=O)=[CH:26][C:27]2[O:32][CH2:31][CH2:30][O:29][C:28]=2[CH:33]=1.C(O[BH-](OC(=O)C)OC(=O)C)(=O)C.[Na+].C(=O)([O-])O.[Na+].[Cl:55]CCl. Product: [ClH:55].[F:23][C:24]1[C:25]([CH2:34][NH:1][CH:2]2[CH2:7][CH2:6][N:5]([CH2:8][C@H:9]3[N:19]4[C:20]5[N:11]([C:12](=[O:22])[CH:13]=[CH:14][C:15]=5[N:16]=[CH:17][C:18]4=[O:21])[CH2:10]3)[CH2:4][CH2:3]2)=[CH:26][C:27]2[O:32][CH2:31][CH2:30][O:29][C:28]=2[CH:33]=1. The catalyst class is: 254.